Task: Predict which catalyst facilitates the given reaction.. Dataset: Catalyst prediction with 721,799 reactions and 888 catalyst types from USPTO (1) Reactant: O[C:2]1[CH:11]=[CH:10][C:5]([C:6]([O:8][CH3:9])=[O:7])=[C:4]([O:12][CH3:13])[CH:3]=1.[CH3:14][O:15][CH2:16][CH2:17]Cl.C(=O)([O-])[O-:20].[K+].[K+].CN(C)C=O. Product: [CH3:9][O:8][C:6](=[O:7])[C:5]1[CH:10]=[C:11]([O:20][CH2:17][CH2:16][O:15][CH3:14])[CH:2]=[CH:3][C:4]=1[O:12][CH3:13]. The catalyst class is: 13. (2) Reactant: [CH2:1]([N:8]1[CH2:14][C:13]2[N:15]=[CH:16][C:17](Cl)=[N:18][C:12]=2[O:11][CH2:10][CH2:9]1)[C:2]1[CH:7]=[CH:6][CH:5]=[CH:4][CH:3]=1.C1(P(C2CCCCC2)C2C=CC=CC=2C2C=CC=CC=2)CCCCC1.C[Si](C)(C)[N-:47][Si](C)(C)C.[Li+].Cl.C(=O)([O-])O.[Na+]. Product: [CH2:1]([N:8]1[CH2:14][C:13]2[N:15]=[CH:16][C:17]([NH2:47])=[N:18][C:12]=2[O:11][CH2:10][CH2:9]1)[C:2]1[CH:7]=[CH:6][CH:5]=[CH:4][CH:3]=1. The catalyst class is: 443. (3) Reactant: [Na].[CH2:2](O)C.[CH:5]1[C:18]2[CH:17]([C:19]([OH:21])=[O:20])[C:16]3[C:11](=[CH:12][CH:13]=[CH:14][CH:15]=3)[O:10][C:9]=2[CH:8]=[CH:7][CH:6]=1.CI. Product: [CH3:2][O:20][C:19]([CH:17]1[C:18]2[CH:5]=[CH:6][CH:7]=[CH:8][C:9]=2[O:10][C:11]2[C:16]1=[CH:15][CH:14]=[CH:13][CH:12]=2)=[O:21]. The catalyst class is: 6. (4) Reactant: [NH2:1][C:2]1[C:7]([CH:8]=[O:9])=[C:6](Cl)[N:5]=[CH:4][N:3]=1.[C:11]([NH:18][CH:19]1[CH2:24][CH2:23][NH:22][CH2:21][CH2:20]1)([O:13][C:14]([CH3:17])([CH3:16])[CH3:15])=[O:12].CCN(C(C)C)C(C)C. Product: [C:14]([O:13][C:11](=[O:12])[NH:18][CH:19]1[CH2:24][CH2:23][N:22]([C:6]2[C:7]([CH:8]=[O:9])=[C:2]([NH2:1])[N:3]=[CH:4][N:5]=2)[CH2:21][CH2:20]1)([CH3:17])([CH3:16])[CH3:15]. The catalyst class is: 23. (5) Reactant: [Br:1][C:2]1[CH:11]=[C:10]2[C:5]([C:6]([Cl:14])=[CH:7][C:8]([Cl:13])=[N+:9]2[O-])=[CH:4][C:3]=1[Cl:15]. Product: [Br:1][C:2]1[CH:11]=[C:10]2[C:5]([C:6]([Cl:14])=[CH:7][C:8]([Cl:13])=[N:9]2)=[CH:4][C:3]=1[Cl:15]. The catalyst class is: 265. (6) Product: [CH3:31][C:23]1[CH:22]=[CH:21][C:20]([C:18]2[N:6]3[N:5]=[CH:4][C:3]([C:7]([C:9]4[S:10][CH:11]=[CH:12][CH:13]=4)=[O:8])=[C:2]3[N:1]=[CH:16][CH:17]=2)=[CH:25][C:24]=1[N:26]([CH3:30])[C:27](=[O:29])[CH3:28]. The catalyst class is: 15. Reactant: [NH2:1][C:2]1[NH:6][N:5]=[CH:4][C:3]=1[C:7]([C:9]1[S:10][CH:11]=[CH:12][CH:13]=1)=[O:8].CN(C)[CH:16]=[CH:17][C:18]([C:20]1[CH:21]=[CH:22][C:23]([CH3:31])=[C:24]([N:26]([CH3:30])[C:27](=[O:29])[CH3:28])[CH:25]=1)=O.C(OCC)(=O)C.